From a dataset of Full USPTO retrosynthesis dataset with 1.9M reactions from patents (1976-2016). Predict the reactants needed to synthesize the given product. Given the product [Cl:1][C:2]1[CH:7]=[CH:6][C:5]([CH2:8][N:9]2[CH2:14][CH2:13][N:12]([C:15]([O:17][CH:18]([C:19]([F:22])([F:21])[F:20])[C:23]([F:26])([F:25])[F:24])=[O:16])[CH2:11][CH2:10]2)=[C:4]([N:27]2[CH2:34][CH:33]3[CH:29]([CH2:30][N:31]([CH:38]4[CH2:40][CH2:39]4)[CH2:32]3)[CH2:28]2)[CH:3]=1, predict the reactants needed to synthesize it. The reactants are: [Cl:1][C:2]1[CH:7]=[CH:6][C:5]([CH2:8][N:9]2[CH2:14][CH2:13][N:12]([C:15]([O:17][CH:18]([C:23]([F:26])([F:25])[F:24])[C:19]([F:22])([F:21])[F:20])=[O:16])[CH2:11][CH2:10]2)=[C:4]([N:27]2[CH2:34][CH:33]3[CH:29]([CH2:30][NH:31][CH2:32]3)[CH2:28]2)[CH:3]=1.C(O[C:38]1(O[Si](C)(C)C)[CH2:40][CH2:39]1)C.C(O)(=O)C.C([BH3-])#N.[Na+].